This data is from NCI-60 drug combinations with 297,098 pairs across 59 cell lines. The task is: Regression. Given two drug SMILES strings and cell line genomic features, predict the synergy score measuring deviation from expected non-interaction effect. (1) Drug 1: CN(C(=O)NC(C=O)C(C(C(CO)O)O)O)N=O. Drug 2: C1CN(P(=O)(OC1)NCCCl)CCCl. Cell line: NCI-H226. Synergy scores: CSS=-1.13, Synergy_ZIP=2.03, Synergy_Bliss=-0.499, Synergy_Loewe=-8.17, Synergy_HSA=-5.43. (2) Drug 1: C1=CC(=CC=C1CC(C(=O)O)N)N(CCCl)CCCl.Cl. Drug 2: CC1C(C(=O)NC(C(=O)N2CCCC2C(=O)N(CC(=O)N(C(C(=O)O1)C(C)C)C)C)C(C)C)NC(=O)C3=C4C(=C(C=C3)C)OC5=C(C(=O)C(=C(C5=N4)C(=O)NC6C(OC(=O)C(N(C(=O)CN(C(=O)C7CCCN7C(=O)C(NC6=O)C(C)C)C)C)C(C)C)C)N)C. Cell line: SK-MEL-5. Synergy scores: CSS=13.8, Synergy_ZIP=-0.706, Synergy_Bliss=9.99, Synergy_Loewe=4.11, Synergy_HSA=4.51. (3) Drug 1: C1CCN(CC1)CCOC2=CC=C(C=C2)C(=O)C3=C(SC4=C3C=CC(=C4)O)C5=CC=C(C=C5)O. Drug 2: CC1OCC2C(O1)C(C(C(O2)OC3C4COC(=O)C4C(C5=CC6=C(C=C35)OCO6)C7=CC(=C(C(=C7)OC)O)OC)O)O. Cell line: SW-620. Synergy scores: CSS=39.0, Synergy_ZIP=3.67, Synergy_Bliss=2.39, Synergy_Loewe=-9.55, Synergy_HSA=1.40. (4) Drug 1: CS(=O)(=O)C1=CC(=C(C=C1)C(=O)NC2=CC(=C(C=C2)Cl)C3=CC=CC=N3)Cl. Drug 2: C1CC(=O)NC(=O)C1N2CC3=C(C2=O)C=CC=C3N. Cell line: HOP-92. Synergy scores: CSS=9.50, Synergy_ZIP=-2.60, Synergy_Bliss=2.27, Synergy_Loewe=2.66, Synergy_HSA=2.67.